From a dataset of hERG Central: cardiac toxicity at 1µM, 10µM, and general inhibition. Predict hERG channel inhibition at various concentrations. (1) The molecule is Cl.Fc1ccc(C(OCCN2CCCC2)c2ccc(F)cc2)cc1. Results: hERG_inhib (hERG inhibition (general)): blocker. (2) The molecule is O=C1CCC2S/C(=C/Nc3ccc(C(F)(F)F)cc3)C(=O)N12. Results: hERG_inhib (hERG inhibition (general)): blocker. (3) The drug is CCOc1ccc2nc(C)cc(Nc3ccc(N4CCOCC4)cc3)c2c1.Cl. Results: hERG_inhib (hERG inhibition (general)): blocker.